Dataset: Full USPTO retrosynthesis dataset with 1.9M reactions from patents (1976-2016). Task: Predict the reactants needed to synthesize the given product. (1) Given the product [Cl:23][C:24]1[CH:25]=[CH:26][C:27]([C:30]2[CH:35]=[CH:34][N:33]([C:2]3[CH:3]=[CH:4][C:5]4[C:6]5[CH2:15][N:14]([C:16]([O:18][C:19]([CH3:22])([CH3:21])[CH3:20])=[O:17])[CH2:13][CH2:12][C:7]=5[N:8]([CH3:11])[C:9]=4[CH:10]=3)[C:32](=[O:36])[CH:31]=2)=[CH:28][CH:29]=1, predict the reactants needed to synthesize it. The reactants are: Br[C:2]1[CH:3]=[CH:4][C:5]2[C:6]3[CH2:15][N:14]([C:16]([O:18][C:19]([CH3:22])([CH3:21])[CH3:20])=[O:17])[CH2:13][CH2:12][C:7]=3[N:8]([CH3:11])[C:9]=2[CH:10]=1.[Cl:23][C:24]1[CH:29]=[CH:28][C:27]([C:30]2[CH:35]=[CH:34][NH:33][C:32](=[O:36])[CH:31]=2)=[CH:26][CH:25]=1. (2) Given the product [F:1][C:2]1[C:3]([CH2:26][N:27]([CH3:35])[C:28](=[O:34])[O:29][C:30]([CH3:32])([CH3:33])[CH3:31])=[CH:4][N:5]([S:14]([C:37]2[CH:42]=[CH:41][CH:40]=[C:39]([CH2:43][S:47]([CH3:54])(=[O:51])=[O:49])[CH:38]=2)(=[O:16])=[O:15])[C:6]=1[C:7]1[C:8]([F:13])=[N:9][CH:10]=[CH:11][CH:12]=1, predict the reactants needed to synthesize it. The reactants are: [F:1][C:2]1[C:3]([CH2:26][N:27]([CH3:35])[C:28](=[O:34])[O:29][C:30]([CH3:33])([CH3:32])[CH3:31])=[CH:4][N:5]([S:14](C2C=CC=C(CSC)C=2)(=[O:16])=[O:15])[C:6]=1[C:7]1[C:8]([F:13])=[N:9][CH:10]=[CH:11][CH:12]=1.Cl[C:37]1[CH:42]=[CH:41][CH:40]=[C:39]([C:43](OO)=O)[CH:38]=1.[S:47]([O-:51])([O-])(=[O:49])=S.[Na+].[Na+].[C:54](OCC)(=O)C. (3) Given the product [CH2:17]([N:13]1[CH2:14][CH2:15][CH2:16][CH:11]([C:9]([OH:10])=[O:8])[CH2:12]1)[C:18]1[CH:19]=[CH:20][CH:21]=[CH:22][CH:23]=1, predict the reactants needed to synthesize it. The reactants are: C([O:8][C:9]([CH:11]1[CH2:16][CH2:15][CH2:14][N:13]([CH2:17][C:18]2[CH:23]=[CH:22][CH:21]=[CH:20][CH:19]=2)[CH2:12]1)=[O:10])C1C=CC=CC=1.[OH-].[Na+]. (4) Given the product [CH3:13][CH:14]1[CH2:18][S:17](=[O:20])(=[O:19])[N:16]([C:2]2[CH:12]=[CH:11][C:5]([C:6]([O:8][CH2:9][CH3:10])=[O:7])=[CH:4][CH:3]=2)[CH2:15]1, predict the reactants needed to synthesize it. The reactants are: I[C:2]1[CH:12]=[CH:11][C:5]([C:6]([O:8][CH2:9][CH3:10])=[O:7])=[CH:4][CH:3]=1.[CH3:13][CH:14]1[CH2:18][S:17](=[O:20])(=[O:19])[NH:16][CH2:15]1.C(=O)([O-])[O-].[K+].[K+].CNCCNC. (5) The reactants are: C(OC(=O)[C@@H](NC(OC(C)(C)C)=O)CC1C=CC(N)=CC=1)C.CO.C(Cl)Cl.[CH2:28]([O:30][C:31](=[O:59])[C@@H:32]([NH:51]C(OC(C)(C)C)=O)[CH2:33][C:34]1[CH:39]=[CH:38][C:37]([NH:40][C:41]2[C:50]3[C:45](=[CH:46][CH:47]=[N:48][CH:49]=3)[CH:44]=[CH:43][N:42]=2)=[CH:36][CH:35]=1)[CH3:29]. Given the product [NH2:51][C@@H:32]([CH2:33][C:34]1[CH:39]=[CH:38][C:37]([NH:40][C:41]2[C:50]3[C:45](=[CH:46][CH:47]=[N:48][CH:49]=3)[CH:44]=[CH:43][N:42]=2)=[CH:36][CH:35]=1)[C:31]([O:30][CH2:28][CH3:29])=[O:59], predict the reactants needed to synthesize it. (6) Given the product [CH3:24][C:18]1[CH:17]=[C:16]([OH:15])[CH:21]=[N:20][C:19]=1[CH:22]=[CH2:23], predict the reactants needed to synthesize it. The reactants are: FC(F)(F)C(O)=O.COC1C=CC(C[O:15][C:16]2[CH:17]=[C:18]([CH3:24])[C:19]([CH:22]=[CH2:23])=[N:20][CH:21]=2)=CC=1. (7) Given the product [OH:21][NH:20][C:1]([C:3]1[CH:11]=[CH:10][C:9]2[NH:8][C:7]3[CH:12]([CH2:15][C:16]([O:18][CH3:19])=[O:17])[CH2:13][CH2:14][C:6]=3[C:5]=2[CH:4]=1)=[NH:2], predict the reactants needed to synthesize it. The reactants are: [C:1]([C:3]1[CH:11]=[CH:10][C:9]2[NH:8][C:7]3[CH:12]([CH2:15][C:16]([O:18][CH3:19])=[O:17])[CH2:13][CH2:14][C:6]=3[C:5]=2[CH:4]=1)#[N:2].[NH2:20][OH:21]. (8) Given the product [Br:1][C:2]1[CH:7]=[CH:6][C:5]([O:8][CH2:9][CH2:10][CH2:11][CH2:12][CH2:13][CH2:14][CH2:15][CH3:16])=[CH:4][CH:3]=1, predict the reactants needed to synthesize it. The reactants are: [Br:1][C:2]1[CH:7]=[CH:6][C:5]([OH:8])=[CH:4][CH:3]=1.[CH2:9](O)[CH2:10][CH2:11][CH2:12][CH2:13][CH2:14][CH2:15][CH3:16].C1C=CC(P(C2C=CC=CC=2)C2C=CC=CC=2)=CC=1.CC(OC(/N=N/C(OC(C)C)=O)=O)C.